This data is from Retrosynthesis with 50K atom-mapped reactions and 10 reaction types from USPTO. The task is: Predict the reactants needed to synthesize the given product. (1) Given the product CCOC(=O)CCc1cc(C(F)(F)F)c(OC)c(C(F)(F)F)c1, predict the reactants needed to synthesize it. The reactants are: CCOC(=O)/C=C\c1cc(C(F)(F)F)c(OC)c(C(F)(F)F)c1. (2) Given the product COC(=O)c1cc(OCC(C)C)cc(C(=O)OC)c1, predict the reactants needed to synthesize it. The reactants are: CC(C)CBr.COC(=O)c1cc(O)cc(C(=O)OC)c1. (3) Given the product CCCCn1c(-c2cc(OC)c(OC)c(O)c2Br)nc2sc3c(O)cc(C)cc3c2c1=O, predict the reactants needed to synthesize it. The reactants are: CCCCn1c(-c2cc(OC)c(OC)c(OC)c2Br)nc2sc3c(O)cc(C)cc3c2c1=O. (4) Given the product CS(=O)(=O)N1CCC(CC(=O)Nc2ccc(-c3cc(F)cc(F)c3)nc2)CC1, predict the reactants needed to synthesize it. The reactants are: CS(=O)(=O)N1CCC(CC(=O)Nc2ccc(Br)nc2)CC1.OB(O)c1cc(F)cc(F)c1. (5) The reactants are: CS(=O)(=O)Cl.O=c1onc(-c2nonc2NCCO)n1-c1ccc(F)c(Br)c1. Given the product CS(=O)(=O)OCCNc1nonc1-c1noc(=O)n1-c1ccc(F)c(Br)c1, predict the reactants needed to synthesize it.